From a dataset of Forward reaction prediction with 1.9M reactions from USPTO patents (1976-2016). Predict the product of the given reaction. (1) Given the reactants [NH2:1][C@@H:2]1[C:10]2[C:5](=[CH:6][CH:7]=[CH:8][CH:9]=2)[CH2:4][C@@H:3]1[OH:11].C(N(CC)CC)C.[Cl:19][CH2:20][C:21](Cl)=[O:22], predict the reaction product. The product is: [Cl:19][CH2:20][C:21]([NH:1][C@@H:2]1[C:10]2[C:5](=[CH:6][CH:7]=[CH:8][CH:9]=2)[CH2:4][C@@H:3]1[OH:11])=[O:22]. (2) The product is: [F:12][C:9]([F:10])([F:11])[C:7]1[CH:6]=[C:5]([C@H:13]2[O:17][C:16](=[O:18])[N:15]([CH2:19][C:20]3[CH:42]=[C:41]([C:43]([F:44])([F:45])[F:46])[CH:40]=[CH:39][C:21]=3[CH2:22][N:23]([CH2:26][C@H:27]3[CH2:28][CH2:29][C@H:30]([CH2:33][C:34]([OH:36])=[O:35])[CH2:31][CH2:32]3)[CH2:24][CH3:25])[C@H:14]2[CH3:47])[CH:4]=[C:3]([C:2]([F:1])([F:49])[F:48])[CH:8]=1. Given the reactants [F:1][C:2]([F:49])([F:48])[C:3]1[CH:4]=[C:5]([C@H:13]2[O:17][C:16](=[O:18])[N:15]([CH2:19][C:20]3[CH:42]=[C:41]([C:43]([F:46])([F:45])[F:44])[CH:40]=[CH:39][C:21]=3[CH2:22][N:23]([CH2:26][C@H:27]3[CH2:32][CH2:31][C@H:30]([CH2:33][C:34]([O:36]CC)=[O:35])[CH2:29][CH2:28]3)[CH2:24][CH3:25])[C@H:14]2[CH3:47])[CH:6]=[C:7]([C:9]([F:12])([F:11])[F:10])[CH:8]=1.[OH-].[K+].CO, predict the reaction product. (3) Given the reactants [CH3:1][C:2]1[O:6][C:5]([CH2:7][CH:8]2[CH2:13][CH2:12][CH:11]([C:14]3[S:15][C:16]([C:19]4[CH:25]=[CH:24][C:22]([NH2:23])=[CH:21][CH:20]=4)=[CH:17][N:18]=3)[CH2:10][CH2:9]2)=[N:4][N:3]=1.[F:26][C:27]1[CH:35]=[CH:34][CH:33]=[C:32]([F:36])[C:28]=1[C:29](Cl)=[O:30], predict the reaction product. The product is: [F:26][C:27]1[CH:35]=[CH:34][CH:33]=[C:32]([F:36])[C:28]=1[C:29]([NH:23][C:22]1[CH:21]=[CH:20][C:19]([C:16]2[S:15][C:14]([CH:11]3[CH2:12][CH2:13][CH:8]([CH2:7][C:5]4[O:6][C:2]([CH3:1])=[N:3][N:4]=4)[CH2:9][CH2:10]3)=[N:18][CH:17]=2)=[CH:25][CH:24]=1)=[O:30]. (4) Given the reactants C(OC([N:8]1[CH2:13][CH2:12][CH:11]([C:14]2[CH:19]=[CH:18][C:17]([NH:20][C:21]3[N:26]=[CH:25][C:24]4=[CH:27][CH:28]=[C:29]([C:30]5[CH:35]=[CH:34][CH:33]=[CH:32][C:31]=5[O:36][CH3:37])[N:23]4[N:22]=3)=[C:16]([O:38][CH3:39])[CH:15]=2)[CH2:10][CH2:9]1)=O)(C)(C)C.FC(F)(F)C(O)=O, predict the reaction product. The product is: [CH3:37][O:36][C:31]1[CH:32]=[CH:33][CH:34]=[CH:35][C:30]=1[C:29]1[N:23]2[C:24]([CH:25]=[N:26][C:21]([NH:20][C:17]3[CH:18]=[CH:19][C:14]([CH:11]4[CH2:12][CH2:13][NH:8][CH2:9][CH2:10]4)=[CH:15][C:16]=3[O:38][CH3:39])=[N:22]2)=[CH:27][CH:28]=1. (5) Given the reactants [C:1]1([S:7]([N:10]2[CH2:18][C@@H:17](OS(C)(=O)=O)[CH2:16][C@H:11]2[C:12]([O:14][CH3:15])=[O:13])(=[O:9])=[O:8])[CH:6]=[CH:5][CH:4]=[CH:3][CH:2]=1.[N-:24]=[N+:25]=[N-:26].[Na+], predict the reaction product. The product is: [C:1]1([S:7]([N:10]2[CH2:18][C@H:17]([N:24]=[N+:25]=[N-:26])[CH2:16][C@H:11]2[C:12]([O:14][CH3:15])=[O:13])(=[O:9])=[O:8])[CH:6]=[CH:5][CH:4]=[CH:3][CH:2]=1. (6) Given the reactants C(C1C=C(C=CC=1)[C:6]#[N:7])=C.CC[C@H]1[C@H]2C[C@H]([C@H:46]([O:45]C3C4C(=CC=CC=4)C([O:45][C@H:46]([C:57]4C=CN=[C:63]5[C:58]=4[CH:59]=[C:60](OC)[CH:61]=[CH:62]5)[C@@H]4N5C[C@H](CC)[C@@H](CC5)C4)=NN=3)[C:57]3C=CN=[C:63]4[C:58]=3[CH:59]=[C:60](OC)[CH:61]=[CH:62]4)N(CC2)C1.C(=O)([O-])[O-:70].[K+].[K+].CS(N)(=O)=O, predict the reaction product. The product is: [OH:70][CH:57]([C:58]1[CH:59]=[C:60]([CH:61]=[CH:62][CH:63]=1)[C:6]#[N:7])[CH2:46][OH:45]. (7) Given the reactants [Cl:1][C:2]1[CH:3]=[C:4]([C:13]2[C:22]3[C:17](=[CH:18][C:19]([C:24]#[N:25])=[C:20](F)[CH:21]=3)[CH:16]=[N:15][CH:14]=2)[CH:5]=[N:6][C:7]=1[O:8][CH2:9][CH:10]([CH3:12])[CH3:11].[OH:26][NH:27]C(=O)C.CC([O-])(C)C.[K+].Cl, predict the reaction product. The product is: [Cl:1][C:2]1[CH:3]=[C:4]([C:13]2[C:22]3[CH:21]=[C:20]4[O:26][N:27]=[C:24]([NH2:25])[C:19]4=[CH:18][C:17]=3[CH:16]=[N:15][CH:14]=2)[CH:5]=[N:6][C:7]=1[O:8][CH2:9][CH:10]([CH3:12])[CH3:11].